Dataset: Reaction yield outcomes from USPTO patents with 853,638 reactions. Task: Predict the reaction yield, written as a fraction of the theoretical maximum amount of product (1.0 means a 100% yield; for example, 0.34 means a 34% yield). (1) The reactants are C([N:4]1[C:12]2[C:7](=[CH:8][CH:9]=[C:10]([I:13])[CH:11]=2)[CH2:6][CH2:5]1)(=O)C.[OH-].[Na+].CCO. The catalyst is O. The product is [I:13][C:10]1[CH:11]=[C:12]2[C:7]([CH2:6][CH2:5][NH:4]2)=[CH:8][CH:9]=1. The yield is 0.640. (2) The reactants are [C:1]([O:5][C:6]([N:8]1[CH2:13][CH2:12][CH:11]([CH2:14][CH2:15][CH2:16][C:17]#[N:18])[CH2:10][CH2:9]1)=[O:7])([CH3:4])([CH3:3])[CH3:2].O.[OH-].[Li+]. The catalyst is O1CCOCC1.O.[Ni]. The product is [C:1]([O:5][C:6]([N:8]1[CH2:13][CH2:12][CH:11]([CH2:14][CH2:15][CH2:16][CH2:17][NH2:18])[CH2:10][CH2:9]1)=[O:7])([CH3:4])([CH3:3])[CH3:2]. The yield is 0.540.